From a dataset of NCI-60 drug combinations with 297,098 pairs across 59 cell lines. Regression. Given two drug SMILES strings and cell line genomic features, predict the synergy score measuring deviation from expected non-interaction effect. (1) Drug 1: C1C(C(OC1N2C=C(C(=O)NC2=O)F)CO)O. Drug 2: CCC1(CC2CC(C3=C(CCN(C2)C1)C4=CC=CC=C4N3)(C5=C(C=C6C(=C5)C78CCN9C7C(C=CC9)(C(C(C8N6C)(C(=O)OC)O)OC(=O)C)CC)OC)C(=O)OC)O.OS(=O)(=O)O. Cell line: SNB-75. Synergy scores: CSS=18.8, Synergy_ZIP=-7.11, Synergy_Bliss=-0.474, Synergy_Loewe=-6.95, Synergy_HSA=-0.915. (2) Drug 1: CCC1(CC2CC(C3=C(CCN(C2)C1)C4=CC=CC=C4N3)(C5=C(C=C6C(=C5)C78CCN9C7C(C=CC9)(C(C(C8N6C)(C(=O)OC)O)OC(=O)C)CC)OC)C(=O)OC)O.OS(=O)(=O)O. Drug 2: C1=NC2=C(N1)C(=S)N=CN2. Cell line: UACC62. Synergy scores: CSS=24.0, Synergy_ZIP=-0.463, Synergy_Bliss=1.32, Synergy_Loewe=-3.45, Synergy_HSA=2.20.